Dataset: Catalyst prediction with 721,799 reactions and 888 catalyst types from USPTO. Task: Predict which catalyst facilitates the given reaction. (1) Reactant: [C:1]([C:3]1[CH:31]=[CH:30][C:6]([CH2:7][C@@:8]2([CH3:29])[N:12]3[C:13]([S:16](Cl)(=[O:18])=[O:17])=[CH:14][N:15]=[C:11]3[N:10]([C:20]3[CH:25]=[C:24]([Cl:26])[CH:23]=[C:22]([Cl:27])[CH:21]=3)[C:9]2=[O:28])=[CH:5][CH:4]=1)#[N:2].CCO[C:35]([CH3:37])=[O:36]. Product: [C:1]([C:3]1[CH:31]=[CH:30][C:6]([CH2:7][C@@:8]2([CH3:29])[N:12]3[C:13]([S:16]([NH:12][C@@H:8]([CH3:7])[C:9]([NH:10][CH2:37][CH2:35][OH:36])=[O:28])(=[O:18])=[O:17])=[CH:14][N:15]=[C:11]3[N:10]([C:20]3[CH:25]=[C:24]([Cl:26])[CH:23]=[C:22]([Cl:27])[CH:21]=3)[C:9]2=[O:28])=[CH:5][CH:4]=1)#[N:2]. The catalyst class is: 239. (2) Reactant: [NH:1]1[CH2:6][CH2:5][CH2:4][CH2:3][CH2:2]1.Cl[C:8]1[CH:13]=[CH:12][C:11]([S:14]([CH3:17])(=[O:16])=[O:15])=[CH:10][C:9]=1[C:18]([N:20]1[CH2:25][CH2:24][N:23]([C:26]2[CH:31]=[CH:30][C:29]([Cl:32])=[C:28]([Cl:33])[CH:27]=2)[CH2:22][CH2:21]1)=[O:19].C(NC(C)C)(C)C. Product: [Cl:33][C:28]1[CH:27]=[C:26]([N:23]2[CH2:22][CH2:21][N:20]([C:18]([C:9]3[CH:10]=[C:11]([S:14]([CH3:17])(=[O:16])=[O:15])[CH:12]=[CH:13][C:8]=3[N:1]3[CH2:6][CH2:5][CH2:4][CH2:3][CH2:2]3)=[O:19])[CH2:25][CH2:24]2)[CH:31]=[CH:30][C:29]=1[Cl:32]. The catalyst class is: 4. (3) Reactant: [CH2:1]([C:4]1[S:5][CH:6]=[CH:7][CH:8]=1)[CH2:2][CH3:3].Cl[CH:10]([O:12]C(Cl)Cl)Cl. Product: [CH2:1]([C:4]1[S:5][C:6]([CH:10]=[O:12])=[CH:7][CH:8]=1)[CH2:2][CH3:3]. The catalyst class is: 528. (4) Reactant: [Cl:1][C:2]1[CH:3]=[C:4]([NH:15][C:16]2[C:25]3[C:20](=[CH:21][C:22](F)=[C:23]([O:26][CH3:27])[CH:24]=3)[N:19]=[CH:18][C:17]=2[C:29]#[N:30])[CH:5]=[CH:6][C:7]=1[S:8][C:9]1[N:10]([CH3:14])[CH:11]=[CH:12][N:13]=1.[N:31]1([CH:37]2[CH2:42][CH2:41][NH:40][CH2:39][CH2:38]2)[CH2:36][CH2:35][CH2:34][CH2:33][CH2:32]1. Product: [N:31]1([CH:37]2[CH2:42][CH2:41][N:40]([C:22]3[CH:21]=[C:20]4[C:25]([C:16]([NH:15][C:4]5[CH:5]=[CH:6][C:7]([S:8][C:9]6[N:10]([CH3:14])[CH:11]=[CH:12][N:13]=6)=[C:2]([Cl:1])[CH:3]=5)=[C:17]([C:29]#[N:30])[CH:18]=[N:19]4)=[CH:24][C:23]=3[O:26][CH3:27])[CH2:39][CH2:38]2)[CH2:36][CH2:35][CH2:34][CH2:33][CH2:32]1. The catalyst class is: 60. (5) Reactant: O=[C:2]1[CH2:7][CH2:6][CH2:5][CH:4]([NH:8][C:9]2[CH:16]=[CH:15][C:12]([C:13]#[N:14])=[CH:11][CH:10]=2)[CH2:3]1.[C:17]1([C@H:27]([NH2:29])[CH3:28])[C:26]2[C:21](=[CH:22][CH:23]=[CH:24][CH:25]=2)[CH:20]=[CH:19][CH:18]=1. Product: [C:17]1([C@H:27]([NH:29][CH:2]2[CH2:7][CH2:6][CH2:5][CH:4]([NH:8][C:9]3[CH:16]=[CH:15][C:12]([C:13]#[N:14])=[CH:11][CH:10]=3)[CH2:3]2)[CH3:28])[C:26]2[C:21](=[CH:22][CH:23]=[CH:24][CH:25]=2)[CH:20]=[CH:19][CH:18]=1. The catalyst class is: 513. (6) Reactant: [Br-].[NH:2]1[C:10]2[C:5](=[CH:6][CH:7]=[CH:8][CH:9]=2)[C:4]([CH2:11][P+](C2C=CC=CC=2)(C2C=CC=CC=2)C2C=CC=CC=2)=[N:3]1.C1CCN2C(=NCCC2)CC1.[OH:42][CH2:43][CH2:44][O:45][C:46]1[CH:53]=[CH:52][CH:51]=[CH:50][C:47]=1[CH:48]=O. Product: [NH:2]1[C:10]2[C:5](=[CH:6][CH:7]=[CH:8][CH:9]=2)[C:4](/[CH:11]=[CH:48]/[C:47]2[CH:50]=[CH:51][CH:52]=[CH:53][C:46]=2[O:45][CH2:44][CH2:43][OH:42])=[N:3]1. The catalyst class is: 5. (7) Reactant: [CH3:1][C:2]1[CH:9]=[CH:8][C:5]([CH:6]=[CH2:7])=[CH:4][CH:3]=1.[CH2:10]=[CH:11][C:12]1[CH:17]=[CH:16][CH:15]=[CH:14][CH:13]=1.C([Li])(CC)C.C=CC(=C)C.C=CC=C. Product: [CH2:4]=[CH:3][C:2](=[CH2:1])[CH3:9].[CH2:10]=[CH:11][CH:12]=[CH2:13].[CH3:1][C:2]1[CH:9]=[CH:8][C:5]([CH:6]=[CH2:7])=[CH:4][CH:3]=1.[CH2:10]=[CH:11][C:12]1[CH:17]=[CH:16][CH:15]=[CH:14][CH:13]=1. The catalyst class is: 244. (8) Reactant: C(OC(=O)[NH:10][CH2:11][CH2:12][O:13][C:14]1[CH:19]=[CH:18][C:17]([C:20]2[N:21]=[CH:22][O:23][CH:24]=2)=[CH:16][CH:15]=1)C1C=CC=CC=1.C1CC=CCC=1. Product: [O:23]1[CH:24]=[C:20]([C:17]2[CH:18]=[CH:19][C:14]([O:13][CH2:12][CH2:11][NH2:10])=[CH:15][CH:16]=2)[N:21]=[CH:22]1. The catalyst class is: 19. (9) Reactant: O1CC[C@@H]([O:6][C:7](=[O:34])[NH:8][CH2:9][C@@H:10]2[CH2:15][CH2:14][CH2:13][N:12]([C:16]3[C:25]4[C:20](=[CH:21][C:22]([CH3:26])=[CH:23][CH:24]=4)[N:19]=[C:18]([C:27]4[CH:32]=[CH:31][CH:30]=[CH:29][C:28]=4[OH:33])[N:17]=3)[CH2:11]2)C1.[ClH:35].[CH3:36][CH2:37][O:38][CH2:39][CH3:40]. Product: [ClH:35].[O:38]1[CH2:39][CH2:40][C@@H:36]([N:8]([CH2:9][C@H:10]2[CH2:15][CH2:14][CH2:13][N:12]([C:16]3[C:25]4[C:20](=[CH:21][C:22]([CH3:26])=[CH:23][CH:24]=4)[N:19]=[C:18]([C:27]4[CH:32]=[CH:31][CH:30]=[CH:29][C:28]=4[OH:33])[N:17]=3)[CH2:11]2)[C:7](=[O:34])[OH:6])[CH2:37]1. The catalyst class is: 2.